From a dataset of Full USPTO retrosynthesis dataset with 1.9M reactions from patents (1976-2016). Predict the reactants needed to synthesize the given product. (1) Given the product [CH3:9][O:8][C:5]1[CH:6]=[CH:7][C:2]([CH:1]=[N:20][CH2:19][CH2:18][CH2:17][C:11]2[CH:16]=[CH:15][CH:14]=[CH:13][CH:12]=2)=[CH:3][CH:4]=1, predict the reactants needed to synthesize it. The reactants are: [CH:1](=O)[C:2]1[CH:7]=[CH:6][C:5]([O:8][CH3:9])=[CH:4][CH:3]=1.[C:11]1([CH2:17][CH2:18][CH2:19][NH2:20])[CH:16]=[CH:15][CH:14]=[CH:13][CH:12]=1.O. (2) Given the product [C:25]1([P:18](=[O:10])([C:12]2[CH:13]=[CH:14][CH:15]=[CH:16][CH:17]=2)[C:19]2[CH:24]=[CH:23][CH:22]=[CH:21][CH:20]=2)[CH:26]=[CH:27][CH:28]=[CH:29][CH:30]=1, predict the reactants needed to synthesize it. The reactants are: C1(=O)C2C(=CC=CC=2)C(=[O:10])N1.[C:12]1([P:18]([C:25]2[CH:30]=[CH:29][CH:28]=[CH:27][CH:26]=2)[C:19]2[CH:24]=[CH:23][CH:22]=[CH:21][CH:20]=2)[CH:17]=[CH:16][CH:15]=[CH:14][CH:13]=1.CC(OC(/N=N/C(OC(C)C)=O)=O)C. (3) Given the product [C:12]([O:16][C:17]([N:19]1[CH2:24][CH2:23][C@@H:22]([C:25]2[CH:30]=[CH:29][CH:28]=[CH:27][CH:26]=2)[C@H:21]([CH2:31][O:1][C:2]2[CH:9]=[CH:8][C:5]([C:6]#[N:7])=[CH:4][C:3]=2[O:10][CH3:11])[CH2:20]1)=[O:18])([CH3:15])([CH3:13])[CH3:14], predict the reactants needed to synthesize it. The reactants are: [OH:1][C:2]1[CH:9]=[CH:8][C:5]([C:6]#[N:7])=[CH:4][C:3]=1[O:10][CH3:11].[C:12]([O:16][C:17]([N:19]1[CH2:24][CH2:23][C@@H:22]([C:25]2[CH:30]=[CH:29][CH:28]=[CH:27][CH:26]=2)[C@H:21]([CH2:31]OS(C)(=O)=O)[CH2:20]1)=[O:18])([CH3:15])([CH3:14])[CH3:13]. (4) Given the product [NH2:14][C:12]1[N:13]=[C:8]([C:4]2[CH:3]=[C:2]([NH:1][C:17](=[O:20])[C:18]#[CH:19])[CH:7]=[CH:6][CH:5]=2)[CH:9]=[C:10]([NH:15][CH3:16])[N:11]=1, predict the reactants needed to synthesize it. The reactants are: [NH2:1][C:2]1[CH:3]=[C:4]([C:8]2[N:13]=[C:12]([NH2:14])[N:11]=[C:10]([NH:15][CH3:16])[CH:9]=2)[CH:5]=[CH:6][CH:7]=1.[C:17](O)(=[O:20])[C:18]#[CH:19].C(N(CC)CC)C.C(P1(=O)OP(CCC)(=O)OP(CCC)(=O)O1)CC.